Dataset: Forward reaction prediction with 1.9M reactions from USPTO patents (1976-2016). Task: Predict the product of the given reaction. (1) Given the reactants [NH2:1][C:2]1[CH:14]=[C:13]([F:15])[C:5]([C:6]([O:8]C(C)(C)C)=[O:7])=[C:4]([F:16])[CH:3]=1.[CH:17]([C:19]1[CH:24]=[CH:23][C:22]([S:25](Cl)(=[O:27])=[O:26])=[CH:21][CH:20]=1)=[O:18].N1C=CC=CC=1, predict the reaction product. The product is: [F:16][C:4]1[CH:3]=[C:2]([NH:1][S:25]([C:22]2[CH:21]=[CH:20][C:19]([CH:17]=[O:18])=[CH:24][CH:23]=2)(=[O:27])=[O:26])[CH:14]=[C:13]([F:15])[C:5]=1[C:6]([OH:8])=[O:7]. (2) The product is: [S:6]([OH:8])([OH:24])(=[O:7])=[O:3].[NH2:19][C:16]1[CH:15]=[CH:14][C:13]([NH:12][CH2:11][CH2:10][N:5]([CH3:4])[S:6]([CH3:9])(=[O:8])=[O:7])=[CH:18][CH:17]=1. Given the reactants [Cl-].[NH4+].[OH2:3].[CH3:4][N:5]([CH2:10][CH2:11][NH:12][C:13]1[CH:18]=[CH:17][C:16]([N+:19]([O-])=O)=[CH:15][CH:14]=1)[S:6]([CH3:9])(=[O:8])=[O:7].C([OH:24])C, predict the reaction product. (3) Given the reactants [CH3:1][O:2][C:3]1[C@H:4]([CH:11]([CH3:13])[CH3:12])[N:5]=[C:6]([O:9][CH3:10])[CH2:7][N:8]=1.C([Li])CCC.[F:19][C:20]1[CH:27]=[C:26]([F:28])[C:25]([F:29])=[CH:24][C:21]=1[CH2:22]Br, predict the reaction product. The product is: [CH3:1][O:2][C:3]1[C@H:4]([CH:11]([CH3:13])[CH3:12])[N:5]=[C:6]([O:9][CH3:10])[C@@H:7]([CH2:22][C:21]2[CH:24]=[C:25]([F:29])[C:26]([F:28])=[CH:27][C:20]=2[F:19])[N:8]=1. (4) Given the reactants FC(F)(F)S(O[C:7]1[CH2:11][N:10]([C:12]([O:14][C:15]([CH3:18])([CH3:17])[CH3:16])=[O:13])[CH:9]([C:19]([O:21][CH3:22])=[O:20])[CH:8]=1)(=O)=O.[CH3:25][O:26][C:27]1[CH:32]=[C:31](B2OC(C)(C)C(C)(C)O2)[CH:30]=[CH:29][C:28]=1[NH:42][C:43](=[O:49])[O:44][C:45]([CH3:48])([CH3:47])[CH3:46].C(=O)([O-])[O-].[Na+].[Na+], predict the reaction product. The product is: [C:45]([O:44][C:43]([NH:42][C:28]1[CH:29]=[CH:30][C:31]([C:7]2[CH2:11][N:10]([C:12]([O:14][C:15]([CH3:18])([CH3:17])[CH3:16])=[O:13])[CH:9]([C:19]([O:21][CH3:22])=[O:20])[CH:8]=2)=[CH:32][C:27]=1[O:26][CH3:25])=[O:49])([CH3:48])([CH3:47])[CH3:46]. (5) Given the reactants CN(C(ON1N=NC2C=CC=NC1=2)=[N+](C)C)C.F[P-](F)(F)(F)(F)F.[N+:25]([C:28]1[CH:29]=[C:30]([C:37]2[CH:42]=[CH:41][CH:40]=[CH:39][CH:38]=2)[CH:31]=[CH:32][C:33]=1[C:34]([OH:36])=O)([O-:27])=[O:26].Cl.[CH3:44][C:45]([O:48][C@H:49]([CH3:56])[C@@H:50]([C:52]([O:54][CH3:55])=[O:53])[NH2:51])([CH3:47])[CH3:46].C(N(C(C)C)CC)(C)C, predict the reaction product. The product is: [CH3:47][C:45]([O:48][C@H:49]([CH3:56])[C@@H:50]([C:52]([O:54][CH3:55])=[O:53])[NH:51][C:34]([C:33]1[CH:32]=[CH:31][C:30]([C:37]2[CH:42]=[CH:41][CH:40]=[CH:39][CH:38]=2)=[CH:29][C:28]=1[N+:25]([O-:27])=[O:26])=[O:36])([CH3:44])[CH3:46]. (6) The product is: [CH2:1]([O:4][C:5]1[N:10]=[C:9]([C:11]([OH:13])=[O:12])[CH:8]=[N:7][C:6]=1[N:14]1[CH2:18][CH2:17][CH2:16][CH2:15]1)[CH2:2][CH2:3][CH3:19]. Given the reactants [CH2:1]([O:4][C:5]1[N:10]=[C:9]([C:11]([OH:13])=[O:12])[CH:8]=[N:7][C:6]=1[N:14]1[CH2:18][CH2:17][CH2:16][CH2:15]1)[CH2:2][CH3:3].[CH3:19]OC(C1C=NC(Cl)=C(Br)N=1)=O.N1CCCC1.[OH-].[K+], predict the reaction product.